From a dataset of HIV replication inhibition screening data with 41,000+ compounds from the AIDS Antiviral Screen. Binary Classification. Given a drug SMILES string, predict its activity (active/inactive) in a high-throughput screening assay against a specified biological target. The compound is COc1ccc(Nc2nc3ccccc3nc2-c2cccs2)cc1. The result is 0 (inactive).